Dataset: Full USPTO retrosynthesis dataset with 1.9M reactions from patents (1976-2016). Task: Predict the reactants needed to synthesize the given product. (1) Given the product [F:26][C:25]1[CH:24]=[CH:23][CH:22]=[C:21]([F:27])[C:20]=1[C:19]([NH:18][C:15]1[CH:14]=[CH:13][C:12]([C:7]2[C:8]([CH3:11])=[CH:9][CH:10]=[C:5]([C:3]([OH:4])=[O:2])[CH:6]=2)=[CH:17][CH:16]=1)=[O:28], predict the reactants needed to synthesize it. The reactants are: C[O:2][C:3]([C:5]1[CH:6]=[C:7]([C:12]2[CH:17]=[CH:16][C:15]([NH:18][C:19](=[O:28])[C:20]3[C:25]([F:26])=[CH:24][CH:23]=[CH:22][C:21]=3[F:27])=[CH:14][CH:13]=2)[C:8]([CH3:11])=[CH:9][CH:10]=1)=[O:4].[Li+].[OH-]. (2) Given the product [Cl:12][C:13]1[S:17][C:16]([S:18]([NH:1][C:2]2[CH:7]=[CH:6][CH:5]=[CH:4][C:3]=2[S:8](=[O:9])(=[O:10])[NH2:11])(=[O:20])=[O:19])=[CH:15][CH:14]=1, predict the reactants needed to synthesize it. The reactants are: [NH2:1][C:2]1[CH:7]=[CH:6][CH:5]=[CH:4][C:3]=1[S:8]([NH2:11])(=[O:10])=[O:9].[Cl:12][C:13]1[S:17][C:16]([S:18](Cl)(=[O:20])=[O:19])=[CH:15][CH:14]=1. (3) Given the product [CH3:1][N:2]1[CH2:6][C:5](=[O:7])[NH:4][C:3]1=[O:8].[CH2:6]([C:5]([NH2:4])=[O:7])[CH2:12][CH2:13][CH2:14][CH2:15][CH3:16], predict the reactants needed to synthesize it. The reactants are: [CH3:1][N:2]1[CH2:6][C:5](=[O:7])[NH:4][C:3]1=[O:8].N([CH2:12][CH2:13][CH2:14][CH2:15][CH2:16]C)=C=O. (4) Given the product [C:10]([CH2:9][O:8][C:7]1[CH:13]=[C:14]([S:17]([NH:27][C:26]2[CH:28]=[CH:29][C:23]([O:22][CH3:21])=[CH:24][C:25]=2[N+:30]([O-:32])=[O:31])(=[O:19])=[O:18])[CH:15]=[CH:16][C:6]=1[O:5][CH2:4][C:1]([NH2:2])=[O:3])(=[O:11])[NH2:12], predict the reactants needed to synthesize it. The reactants are: [C:1]([CH2:4][O:5][C:6]1[CH:16]=[CH:15][C:14]([S:17](Cl)(=[O:19])=[O:18])=[CH:13][C:7]=1[O:8][CH2:9][C:10]([NH2:12])=[O:11])(=[O:3])[NH2:2].[CH3:21][O:22][C:23]1[CH:29]=[CH:28][C:26]([NH2:27])=[C:25]([N+:30]([O-:32])=[O:31])[CH:24]=1.